From a dataset of Forward reaction prediction with 1.9M reactions from USPTO patents (1976-2016). Predict the product of the given reaction. (1) Given the reactants NC1N2C=C(C)N=C2C(C(NCC2CCN(CC(C)C)CC2)=O)=CC=1Cl.[NH2:27][C:28]1[N:33]2[CH:34]=[C:35]([CH2:37]C)[N:36]=[C:32]2[C:31]([CH2:39][C:40]([NH:42][CH2:43][CH:44]2[CH2:49][CH2:48][N:47]([CH2:50][C:51]([CH3:54])([CH3:53])[CH3:52])[CH2:46][CH2:45]2)=[O:41])=[CH:30][C:29]=1[Cl:55], predict the reaction product. The product is: [NH2:27][C:28]1[N:33]2[CH:34]=[C:35]([CH3:37])[N:36]=[C:32]2[C:31]([CH2:39][C:40]([NH:42][CH2:43][CH:44]2[CH2:49][CH2:48][N:47]([CH2:50][C:51]([CH3:53])([CH3:52])[CH3:54])[CH2:46][CH2:45]2)=[O:41])=[CH:30][C:29]=1[Cl:55]. (2) The product is: [F:24][C:20]1[CH:19]=[C:18]([N:14]2[CH2:13][C@H:12]([CH2:11][N:10]3[CH:26]=[C:27]([CH3:28])[N:29]=[N:30]3)[O:16][C:15]2=[O:17])[CH:23]=[CH:22][CH:21]=1. Given the reactants C(N(CC)C(C)C)(C)C.[NH2:10][CH2:11][C@@H:12]1[O:16][C:15](=[O:17])[N:14]([C:18]2[CH:23]=[CH:22][CH:21]=[C:20]([F:24])[CH:19]=2)[CH2:13]1.Cl[CH:26](Cl)[C:27](=[N:29][NH:30]S(C1C=CC(C)=CC=1)(=O)=O)[CH3:28], predict the reaction product. (3) Given the reactants [Cl:1][C:2]1[CH:3]=[C:4]([C:8](=[O:23])[C:9]([N:11]2[CH2:22][CH2:21][CH2:20][C@H:12]2[C:13]([O:15][C:16]([CH3:19])([CH3:18])[CH3:17])=[O:14])=[O:10])[CH:5]=[CH:6][CH:7]=1.Br[C:25]1[CH:26]=[N:27][CH:28]=[CH:29][CH:30]=1.[Li]CCCC, predict the reaction product. The product is: [Cl:1][C:2]1[CH:3]=[C:4]([C:8]([OH:23])([C:25]2[CH:26]=[N:27][CH:28]=[CH:29][CH:30]=2)[C:9]([N:11]2[CH2:22][CH2:21][CH2:20][C@H:12]2[C:13]([O:15][C:16]([CH3:18])([CH3:19])[CH3:17])=[O:14])=[O:10])[CH:5]=[CH:6][CH:7]=1. (4) Given the reactants [Cl:1][C:2]1[CH:3]=[C:4]([C:8]([CH3:12])([CH3:11])[C:9]#N)[CH:5]=[CH:6][CH:7]=1.CC(C[AlH]CC(C)C)C.C1C[O:25]CC1, predict the reaction product. The product is: [Cl:1][C:2]1[CH:3]=[C:4]([C:8]([CH3:12])([CH3:11])[CH:9]=[O:25])[CH:5]=[CH:6][CH:7]=1. (5) Given the reactants Br[C:2]1[N:3]=[N:4][CH:5]=[CH:6][CH:7]=1.C([Sn](CCCC)(CCCC)[C:13]1[S:17][C:16]([C:18]([O:20][CH2:21][CH3:22])=[O:19])=[CH:15][CH:14]=1)CCC.[F-].[Cs+].[F-].[K+], predict the reaction product. The product is: [N:4]1[CH:5]=[CH:6][CH:7]=[C:2]([C:13]2[S:17][C:16]([C:18]([O:20][CH2:21][CH3:22])=[O:19])=[CH:15][CH:14]=2)[N:3]=1. (6) Given the reactants [C:1]([O:4][CH2:5]/[C:6](/[C:16]1[CH:21]=[CH:20][C:19]([S:22]([CH3:25])(=[O:24])=[O:23])=[CH:18][CH:17]=1)=[C:7](/[C:10]1[CH:15]=[CH:14][CH:13]=[CH:12][CH:11]=1)\[CH2:8][OH:9])(=[O:3])[CH3:2].CC(OI1(OC(C)=O)(OC(C)=O)OC(=O)C2C=CC=CC1=2)=[O:28].CC(=CC)C.P(=O)(O)(O)O.[O-]Cl=O.[Na+], predict the reaction product. The product is: [C:1]([O:4][CH2:5]/[C:6](/[C:16]1[CH:17]=[CH:18][C:19]([S:22]([CH3:25])(=[O:24])=[O:23])=[CH:20][CH:21]=1)=[C:7](/[C:10]1[CH:15]=[CH:14][CH:13]=[CH:12][CH:11]=1)\[C:8]([OH:28])=[O:9])(=[O:3])[CH3:2]. (7) Given the reactants [Cl:1][C:2]1[C:3]2[S:20][C:19](=[O:21])[NH:18][C:4]=2[N:5]=[C:6]([S:8][CH2:9][C:10]2[CH:15]=[CH:14][CH:13]=[C:12]([F:16])[C:11]=2[F:17])[N:7]=1.[O:22]1[CH:27]=[CH:26][CH2:25][CH2:24][CH2:23]1.C(=O)(O)[O-].[Na+], predict the reaction product. The product is: [Cl:1][C:2]1[C:3]2[S:20][C:19](=[O:21])[N:18]([CH:23]3[CH2:24][CH2:25][CH2:26][CH2:27][O:22]3)[C:4]=2[N:5]=[C:6]([S:8][CH2:9][C:10]2[CH:15]=[CH:14][CH:13]=[C:12]([F:16])[C:11]=2[F:17])[N:7]=1. (8) Given the reactants [H-].[Na+].[CH3:3]/[C:4](/[CH2:9][CH2:10][CH:11]=[CH2:12])=[CH:5]/[C:6]([OH:8])=[O:7].C1OCCOCCOCCOCCOC1.FC(F)(F)S(O[C@H:34]1[CH2:39][C@@H:38]([CH2:40][CH2:41][CH2:42][CH:43]=[CH2:44])[O:37][C@@:36]([O:60][CH3:61])([C@@H:45]2[CH2:49][S:48][C:47](=[O:50])[N:46]2[CH2:51][C:52]2[CH:57]=[CH:56][C:55]([O:58][CH3:59])=[CH:54][CH:53]=2)[CH2:35]1)(=O)=O, predict the reaction product. The product is: [CH3:61][O:60][C@:36]1([C@@H:45]2[CH2:49][S:48][C:47](=[O:50])[N:46]2[CH2:51][C:52]2[CH:53]=[CH:54][C:55]([O:58][CH3:59])=[CH:56][CH:57]=2)[CH2:35][C@H:34]([O:7][C:6](=[O:8])/[CH:5]=[C:4](/[CH3:3])\[CH2:9][CH2:10][CH:11]=[CH2:12])[CH2:39][C@@H:38]([CH2:40][CH2:41][CH2:42][CH:43]=[CH2:44])[O:37]1. (9) Given the reactants [F:1][C:2]([F:22])([F:21])[C:3]1[CH:11]=[C:10]2[C:6]([CH:7]=[N:8][NH:9]2)=[C:5]([C:12]2[CH:13]=[N:14][N:15]([CH2:17][C:18]([OH:20])=O)[CH:16]=2)[CH:4]=1.C1C=CC2N(O)N=[N:29]C=2C=1.C(Cl)CCl.[Cl-].[NH4+].C(N(C(C)C)C(C)C)C, predict the reaction product. The product is: [F:1][C:2]([F:21])([F:22])[C:3]1[CH:11]=[C:10]2[C:6]([CH:7]=[N:8][NH:9]2)=[C:5]([C:12]2[CH:13]=[N:14][N:15]([CH2:17][C:18]([NH2:29])=[O:20])[CH:16]=2)[CH:4]=1.